Dataset: Forward reaction prediction with 1.9M reactions from USPTO patents (1976-2016). Task: Predict the product of the given reaction. (1) Given the reactants [C:1]([C:5]1[CH:9]=[C:8]([NH:10][C:11](=[O:42])[NH:12][C:13]2[C:22]3[C:17](=[CH:18][CH:19]=[CH:20][CH:21]=3)[C:16]([O:23][CH2:24][C:25]([C:28]3[CH:33]=[CH:32][N:31]=[C:30]([NH:34]C(=O)OC(C)(C)C)[CH:29]=3)([CH3:27])[CH3:26])=[CH:15][CH:14]=2)[N:7]([C:43]2[CH:48]=[CH:47][C:46]([CH3:49])=[CH:45][CH:44]=2)[N:6]=1)([CH3:4])([CH3:3])[CH3:2].C(O)(C(F)(F)F)=O, predict the reaction product. The product is: [NH2:34][C:30]1[CH:29]=[C:28]([C:25]([CH3:27])([CH3:26])[CH2:24][O:23][C:16]2[C:17]3[C:22](=[CH:21][CH:20]=[CH:19][CH:18]=3)[C:13]([NH:12][C:11]([NH:10][C:8]3[N:7]([C:43]4[CH:44]=[CH:45][C:46]([CH3:49])=[CH:47][CH:48]=4)[N:6]=[C:5]([C:1]([CH3:4])([CH3:3])[CH3:2])[CH:9]=3)=[O:42])=[CH:14][CH:15]=2)[CH:33]=[CH:32][N:31]=1. (2) Given the reactants [CH2:1]([C:4]1[CH:13]=[C:12]([O:14][CH3:15])[C:7]([C:8]([O:10]C)=O)=[C:6]([CH:16]=[O:17])[CH:5]=1)[CH:2]=[CH2:3].[BH4-].[Na+], predict the reaction product. The product is: [CH2:1]([C:4]1[CH:13]=[C:12]([O:14][CH3:15])[C:7]2[C:8](=[O:10])[O:17][CH2:16][C:6]=2[CH:5]=1)[CH:2]=[CH2:3]. (3) Given the reactants [Cl:1][C:2]1[CH:3]=[CH:4][C:5]2[C:15](=[C:16]3[CH2:21][CH2:20][NH:19][CH2:18][CH2:17]3)[C:10]3=[N:11][CH:12]=[CH:13][CH:14]=[C:9]3[CH2:8][CH2:7][C:6]=2[CH:22]=1.Br[CH2:24][C:25]1[CH:26]=[N:27][CH:28]=[C:29]([CH3:31])[CH:30]=1, predict the reaction product. The product is: [CH3:31][C:29]1[CH:28]=[N:27][CH:26]=[C:25]([CH2:24][N:19]2[CH2:18][CH2:17][C:16](=[C:15]3[C:10]4[N:11]=[CH:12][CH:13]=[CH:14][C:9]=4[CH2:8][CH2:7][C:6]4[CH:22]=[C:2]([Cl:1])[CH:3]=[CH:4][C:5]3=4)[CH2:21][CH2:20]2)[CH:30]=1. (4) Given the reactants [Cl:1][C:2]1[CH:18]=[CH:17][C:5]2[CH2:6][CH2:7][N:8]([C:11](=[O:16])[C:12]([F:15])([F:14])[F:13])[CH2:9][CH2:10][C:4]=2[C:3]=1OS(C(F)(F)F)(=O)=O.[CH3:27][C@@H:28]1[CH2:30][C@H:29]1[C:31]([NH:33][C:34]1[CH:41]=[CH:40][C:37]([CH2:38][NH2:39])=[CH:36][CH:35]=1)=[O:32], predict the reaction product. The product is: [Cl:1][C:2]1[CH:18]=[CH:17][C:5]2[CH2:6][CH2:7][N:8]([C:11](=[O:16])[C:12]([F:15])([F:14])[F:13])[CH2:9][CH2:10][C:4]=2[C:3]=1[NH:39][CH2:38][C:37]1[CH:36]=[CH:35][C:34]([NH:33][C:31]([C@@H:29]2[CH2:30][C@H:28]2[CH3:27])=[O:32])=[CH:41][CH:40]=1. (5) Given the reactants [OH-].[Li+].[CH3:3][N:4]1[CH2:9][CH2:8][N:7]([C:10]2[CH:11]=[CH:12][C:13]([O:26][CH2:27][C:28]3[CH:33]=[CH:32][CH:31]=[CH:30][CH:29]=3)=[C:14]([CH:25]=2)[C:15]([O:17]CC2C=CC=CC=2)=[O:16])[CH2:6][CH2:5]1.Cl, predict the reaction product. The product is: [CH3:3][N:4]1[CH2:5][CH2:6][N:7]([C:10]2[CH:11]=[CH:12][C:13]([O:26][CH2:27][C:28]3[CH:33]=[CH:32][CH:31]=[CH:30][CH:29]=3)=[C:14]([CH:25]=2)[C:15]([OH:17])=[O:16])[CH2:8][CH2:9]1. (6) Given the reactants [CH2:1]([O:4][C:5]1[N:10]=[C:9](Cl)[C:8]([F:12])=[CH:7][N:6]=1)[CH:2]=[CH2:3].C(N(CC)CC)C.O.[NH2:21][NH2:22].[CH3:23][C:24]1[CH:25]=[C:26]([CH:30]=[CH:31][CH:32]=1)[C:27](Cl)=[O:28], predict the reaction product. The product is: [CH2:1]([O:4][C:5]1[N:10]=[C:9]([N:21]([C:27](=[O:28])[C:26]2[CH:30]=[CH:31][CH:32]=[C:24]([CH3:23])[CH:25]=2)[NH2:22])[C:8]([F:12])=[CH:7][N:6]=1)[CH:2]=[CH2:3]. (7) Given the reactants [F:1][C:2]([F:7])([F:6])[CH:3]1[O:5][CH2:4]1.C([Li])CCC.CON(C)[C:16](=[O:23])[C:17]1[CH:22]=[CH:21][CH:20]=[CH:19][CH:18]=1.C(OCC)C, predict the reaction product. The product is: [C:17]1([C:16]([C:3]2([C:2]([F:7])([F:6])[F:1])[CH2:4][O:5]2)=[O:23])[CH:22]=[CH:21][CH:20]=[CH:19][CH:18]=1. (8) Given the reactants [C:1]([O:9]CC)(=[O:8])[CH2:2][C:3]([O:5]CC)=[O:4].[H-].[Na+].Cl[CH2:15]/[CH:16]=[CH:17]\[CH2:18]Cl, predict the reaction product. The product is: [C:2]1([C:3]([OH:5])=[O:4])([C:1]([OH:9])=[O:8])[CH2:18][CH:17]=[CH:16][CH2:15]1.